This data is from Reaction yield outcomes from USPTO patents with 853,638 reactions. The task is: Predict the reaction yield, written as a fraction of the theoretical maximum amount of product (1.0 means a 100% yield; for example, 0.34 means a 34% yield). (1) The reactants are C([O:8][C:9]1[C:10]([O:27][CH2:28][CH:29]2[CH2:31][CH2:30]2)=[C:11]([C:15]([C:17]2[C:25]3[C:20](=[N:21][CH:22]=[C:23]([Cl:26])[CH:24]=3)[NH:19][CH:18]=2)=[O:16])[CH:12]=[CH:13][CH:14]=1)C1C=CC=CC=1. The catalyst is [Pd].CO.O1CCCC1. The product is [Cl:26][C:23]1[CH:24]=[C:25]2[C:17]([C:15]([C:11]3[CH:12]=[CH:13][CH:14]=[C:9]([OH:8])[C:10]=3[O:27][CH2:28][CH:29]3[CH2:31][CH2:30]3)=[O:16])=[CH:18][NH:19][C:20]2=[N:21][CH:22]=1. The yield is 0.320. (2) The reactants are [Cl:1][C:2]1[CH:7]=[CH:6][C:5](B(O)O)=[CH:4][CH:3]=1.Br[C:12]1[CH:17]=[CH:16][C:15]([OH:18])=[CH:14][N:13]=1. No catalyst specified. The product is [Cl:1][C:2]1[CH:7]=[CH:6][C:5]([C:12]2[N:13]=[CH:14][C:15]([OH:18])=[CH:16][CH:17]=2)=[CH:4][CH:3]=1. The yield is 0.730. (3) The reactants are C(O)(C(F)(F)F)=O.C(OC([NH:15][C@H:16]([C:37]([O:39][CH3:40])=[O:38])[CH2:17][C:18]1[CH:23]=[CH:22][C:21]([O:24][CH2:25][CH2:26][C:27]2[CH:36]=[CH:35][C:34]3[CH2:33][CH2:32][CH2:31][NH:30][C:29]=3[N:28]=2)=[CH:20][N:19]=1)=O)(C)(C)C. The catalyst is C(Cl)Cl. The product is [N:28]1[C:29]2[NH:30][CH2:31][CH2:32][CH2:33][C:34]=2[CH:35]=[CH:36][C:27]=1[CH2:26][CH2:25][O:24][C:21]1[CH:22]=[CH:23][C:18]([CH2:17][C@@H:16]([C:37]([O:39][CH3:40])=[O:38])[NH2:15])=[N:19][CH:20]=1. The yield is 1.00. (4) The reactants are Br[C:2]1[CH:11]=[CH:10][C:5]([C:6]([O:8][CH3:9])=[O:7])=[C:4]([CH3:12])[CH:3]=1.[CH:13]([C:15]1[S:19][C:18](B(O)O)=[CH:17][CH:16]=1)=[O:14]. No catalyst specified. The product is [CH:13]([C:15]1[S:19][C:18]([C:2]2[CH:11]=[CH:10][C:5]([C:6]([O:8][CH3:9])=[O:7])=[C:4]([CH3:12])[CH:3]=2)=[CH:17][CH:16]=1)=[O:14]. The yield is 0.190.